Dataset: NCI-60 drug combinations with 297,098 pairs across 59 cell lines. Task: Regression. Given two drug SMILES strings and cell line genomic features, predict the synergy score measuring deviation from expected non-interaction effect. (1) Drug 2: CCC(=C(C1=CC=CC=C1)C2=CC=C(C=C2)OCCN(C)C)C3=CC=CC=C3.C(C(=O)O)C(CC(=O)O)(C(=O)O)O. Drug 1: CN(C)N=NC1=C(NC=N1)C(=O)N. Cell line: ACHN. Synergy scores: CSS=7.10, Synergy_ZIP=-2.90, Synergy_Bliss=0.682, Synergy_Loewe=-2.07, Synergy_HSA=-0.536. (2) Drug 1: CC1C(C(CC(O1)OC2CC(CC3=C2C(=C4C(=C3O)C(=O)C5=C(C4=O)C(=CC=C5)OC)O)(C(=O)CO)O)N)O.Cl. Drug 2: CC1C(C(CC(O1)OC2CC(CC3=C2C(=C4C(=C3O)C(=O)C5=C(C4=O)C(=CC=C5)OC)O)(C(=O)CO)O)N)O.Cl. Cell line: UACC62. Synergy scores: CSS=70.6, Synergy_ZIP=-0.883, Synergy_Bliss=-0.634, Synergy_Loewe=2.08, Synergy_HSA=3.30. (3) Drug 1: CC(CN1CC(=O)NC(=O)C1)N2CC(=O)NC(=O)C2. Drug 2: CC1=C(C(=O)C2=C(C1=O)N3CC4C(C3(C2COC(=O)N)OC)N4)N. Cell line: SF-268. Synergy scores: CSS=41.3, Synergy_ZIP=15.5, Synergy_Bliss=17.7, Synergy_Loewe=16.7, Synergy_HSA=17.8. (4) Drug 1: CN1CCC(CC1)COC2=C(C=C3C(=C2)N=CN=C3NC4=C(C=C(C=C4)Br)F)OC. Drug 2: CN(C)C1=NC(=NC(=N1)N(C)C)N(C)C. Synergy scores: CSS=-9.01, Synergy_ZIP=2.27, Synergy_Bliss=-2.77, Synergy_Loewe=-11.0, Synergy_HSA=-7.98. Cell line: MDA-MB-435. (5) Drug 1: COC1=C(C=C2C(=C1)N=CN=C2NC3=CC(=C(C=C3)F)Cl)OCCCN4CCOCC4. Drug 2: CC1=C2C(C(=O)C3(C(CC4C(C3C(C(C2(C)C)(CC1OC(=O)C(C(C5=CC=CC=C5)NC(=O)C6=CC=CC=C6)O)O)OC(=O)C7=CC=CC=C7)(CO4)OC(=O)C)O)C)OC(=O)C. Cell line: MDA-MB-231. Synergy scores: CSS=38.6, Synergy_ZIP=-2.57, Synergy_Bliss=-1.73, Synergy_Loewe=0.171, Synergy_HSA=2.33.